Dataset: Forward reaction prediction with 1.9M reactions from USPTO patents (1976-2016). Task: Predict the product of the given reaction. (1) Given the reactants [Br:1][C:2]1[CH:7]=[CH:6][C:5]([O:8][CH2:9][CH2:10]Br)=[CH:4][CH:3]=1.CC([O-])(C)C.[K+], predict the reaction product. The product is: [Br:1][C:2]1[CH:7]=[CH:6][C:5]([O:8][CH:9]=[CH2:10])=[CH:4][CH:3]=1. (2) The product is: [Br:1][C:2]1[CH:7]=[C:6]([CH:5]=[C:4]([Cl:9])[CH:3]=1)[O:10][C:11]1[CH:12]=[N:13][CH:14]=[CH:15][CH:16]=1. Given the reactants [Br:1][C:2]1[CH:7]=[C:6](F)[CH:5]=[C:4]([Cl:9])[CH:3]=1.[OH:10][C:11]1[CH:12]=[N:13][CH:14]=[CH:15][CH:16]=1.C([O-])([O-])=O.[K+].[K+], predict the reaction product. (3) The product is: [NH2:17][C:18]1[CH:19]=[CH:20][C:21]([C:24]([CH:26]2[CH2:31][CH2:30][CH2:29][N:28]([C:1]([O:3][C:4]([CH3:5])([CH3:6])[CH3:7])=[O:8])[CH2:27]2)=[O:25])=[CH:22][CH:23]=1. Given the reactants [C:1]([O:8]C([O-])=O)([O:3][C:4]([CH3:7])([CH3:6])[CH3:5])=O.O1CCCC1.[NH2:17][C:18]1[CH:23]=[CH:22][C:21]([C:24]([CH:26]2[CH2:31][CH2:30][CH2:29][NH:28][CH2:27]2)=[O:25])=[CH:20][CH:19]=1, predict the reaction product. (4) Given the reactants [CH:1](=O)[C:2]1[CH:7]=[CH:6][CH:5]=[CH:4][CH:3]=1.Br[CH2:10][CH:11]=[CH:12][C:13]1[CH:18]=[CH:17][CH:16]=[CH:15][CH:14]=1.C1([SiH2]C2C=CC=CC=2)C=CC=CC=1.C(=O)([O-])OC(C)(C)C.[Na+], predict the reaction product. The product is: [C:2]1(/[CH:1]=[CH:10]/[CH:11]=[CH:12][C:13]2[CH:18]=[CH:17][CH:16]=[CH:15][CH:14]=2)[CH:7]=[CH:6][CH:5]=[CH:4][CH:3]=1. (5) Given the reactants [NH2:1][C:2]1[CH:3]=[C:4]([NH:13][C:14](=[O:16])[CH3:15])[CH:5]=[C:6]([N:8]2[CH:12]=[CH:11][CH:10]=[CH:9]2)[CH:7]=1.[Br:17][C:18]1[CH:23]=[CH:22][C:21](F)=[C:20]([N+:25]([O-:27])=[O:26])[CH:19]=1.[F-].[K+], predict the reaction product. The product is: [Br:17][C:18]1[CH:23]=[CH:22][C:21]([NH:1][C:2]2[CH:3]=[C:4]([NH:13][C:14](=[O:16])[CH3:15])[CH:5]=[C:6]([N:8]3[CH:9]=[CH:10][CH:11]=[CH:12]3)[CH:7]=2)=[C:20]([N+:25]([O-:27])=[O:26])[CH:19]=1. (6) The product is: [CH:31]1([N:15]([C:16]2[CH:17]=[N:18][C:19]([O:22][CH3:23])=[CH:20][CH:21]=2)[C:13](=[O:14])[N:12]([CH3:60])[C:10]2[S:11][C:7]([S:6][CH2:5][C:4]([OH:3])=[O:30])=[CH:8][N:9]=2)[CH2:35][CH2:34][CH2:33][CH2:32]1. Given the reactants C([O:3][C:4](=[O:30])[CH2:5][S:6][C:7]1[S:11][C:10]([NH:12][C:13]([N:15](CC2CCCC2)[C:16]2[CH:17]=[N:18][C:19]([O:22][CH3:23])=[CH:20][CH:21]=2)=[O:14])=[N:9][CH:8]=1)C.[CH:31]1(N(C2C=CC(S(C)(=O)=O)=CC=2)C(=O)N(C)C2SC=C(CC(O)=O)N=2)[CH2:35][CH2:34][CH2:33][CH2:32]1.[CH:60]1(CNC2C=NC(OC)=CC=2)CCCC1.C(OC(=O)CSC1SC(N)=NC=1)C, predict the reaction product. (7) Given the reactants [OH-].[Na+].[C:3]([C:7]1[N:11]([C:12]2[CH:17]=[CH:16][C:15]([Cl:18])=[C:14]([C:19]([F:22])([F:21])[F:20])[CH:13]=2)[N:10]=[CH:9][C:8]=1[C:23]([O:25]CC)=[O:24])([CH3:6])([CH3:5])[CH3:4], predict the reaction product. The product is: [C:3]([C:7]1[N:11]([C:12]2[CH:17]=[CH:16][C:15]([Cl:18])=[C:14]([C:19]([F:20])([F:22])[F:21])[CH:13]=2)[N:10]=[CH:9][C:8]=1[C:23]([OH:25])=[O:24])([CH3:6])([CH3:4])[CH3:5].